Dataset: Reaction yield outcomes from USPTO patents with 853,638 reactions. Task: Predict the reaction yield, written as a fraction of the theoretical maximum amount of product (1.0 means a 100% yield; for example, 0.34 means a 34% yield). (1) The reactants are [CH2:1]([S:3][C:4]1[C:9]([C:10]([NH:12][CH2:13][C:14]2[CH:19]=[CH:18][CH:17]=[C:16]([F:20])[CH:15]=2)=[O:11])=[C:8]([CH3:21])[CH:7]=[C:6]([N:22]2[CH2:27][CH2:26][CH:25]([OH:28])[CH2:24][CH2:23]2)[N:5]=1)[CH3:2].CC(OI1(OC(C)=O)(OC(C)=O)OC(=O)C2C=CC=CC1=2)=O. The catalyst is C(Cl)Cl. The product is [CH2:1]([S:3][C:4]1[C:9]([C:10]([NH:12][CH2:13][C:14]2[CH:19]=[CH:18][CH:17]=[C:16]([F:20])[CH:15]=2)=[O:11])=[C:8]([CH3:21])[CH:7]=[C:6]([N:22]2[CH2:27][CH2:26][C:25](=[O:28])[CH2:24][CH2:23]2)[N:5]=1)[CH3:2]. The yield is 0.440. (2) The reactants are [O:1]1[CH2:5][CH2:4][CH2:3][CH:2]1[C:6]([O:8][CH2:9][CH3:10])=[O:7].C[Si]([N-][Si](C)(C)C)(C)C.[Na+].[C:21]([Si:25]([C:41]1[CH:46]=[CH:45][CH:44]=[CH:43][CH:42]=1)([C:35]1[CH:40]=[CH:39][CH:38]=[CH:37][CH:36]=1)[O:26][C:27]1[CH:28]=[CH:29][C:30]([CH2:33]I)=[N:31][CH:32]=1)([CH3:24])([CH3:23])[CH3:22]. The catalyst is O1CCCC1. The product is [Si:25]([O:26][C:27]1[CH:28]=[CH:29][C:30]([CH2:33][C:2]2([C:6]([O:8][CH2:9][CH3:10])=[O:7])[CH2:3][CH2:4][CH2:5][O:1]2)=[N:31][CH:32]=1)([C:21]([CH3:22])([CH3:23])[CH3:24])([C:35]1[CH:40]=[CH:39][CH:38]=[CH:37][CH:36]=1)[C:41]1[CH:42]=[CH:43][CH:44]=[CH:45][CH:46]=1. The yield is 0.330. (3) The reactants are [Br:1][C:2]1[CH:3]=[C:4]([N+:12]([O-:14])=[O:13])[C:5]([CH3:11])=[C:6]([CH:10]=1)[C:7](O)=O.C(=O)([O-])[O-].[Na+].[Na+].CI. The catalyst is CN(C=O)C. The product is [CH3:7][C:6]1[CH:10]=[C:2]([Br:1])[CH:3]=[C:4]([N+:12]([O-:14])=[O:13])[C:5]=1[CH3:11]. The yield is 0.990.